This data is from Catalyst prediction with 721,799 reactions and 888 catalyst types from USPTO. The task is: Predict which catalyst facilitates the given reaction. (1) Reactant: [CH2:1]([O:3][C:4]1[CH:5]=[C:6]([CH2:13][OH:14])[N:7]=[N:8][C:9]=1[O:10][CH2:11][CH3:12])[CH3:2].[CH3:15][S:16](O[S:16]([CH3:15])(=[O:18])=[O:17])(=[O:18])=[O:17].C(N(CC)CC)C.C(=O)([O-])O.[Na+]. Product: [CH3:15][S:16]([O:14][CH2:13][C:6]1[N:7]=[N:8][C:9]([O:10][CH2:11][CH3:12])=[C:4]([O:3][CH2:1][CH3:2])[CH:5]=1)(=[O:18])=[O:17]. The catalyst class is: 46. (2) The catalyst class is: 18. Reactant: [NH2:1][C@H:2]([C:4]1[N:13]([N:14]2[CH2:19][CH2:18][N:17]([C:20]([O:22][C:23]([CH3:26])([CH3:25])[CH3:24])=[O:21])[CH2:16][CH2:15]2)[C:12](=[O:27])[C:11]2[C:6](=[CH:7][CH:8]=[CH:9][C:10]=2[Cl:28])[N:5]=1)[CH3:3].F[P-](F)(F)(F)(F)F.CN(C(N(C)C)=[N+]1C2C(=NC=CC=2)[N+]([O-])=N1)C.[NH2:53][C:54]1[C:55]([C:60](O)=[O:61])=[N:56][CH:57]=[CH:58][N:59]=1.C(N(CC)C(C)C)(C)C. Product: [NH2:53][C:54]1[C:55]([C:60]([NH:1][C@H:2]([C:4]2[N:13]([N:14]3[CH2:19][CH2:18][N:17]([C:20]([O:22][C:23]([CH3:24])([CH3:26])[CH3:25])=[O:21])[CH2:16][CH2:15]3)[C:12](=[O:27])[C:11]3[C:6](=[CH:7][CH:8]=[CH:9][C:10]=3[Cl:28])[N:5]=2)[CH3:3])=[O:61])=[N:56][CH:57]=[CH:58][N:59]=1. (3) Reactant: [C:1]([NH:4][C:5]1[S:6][C:7]2[C:13]3[N:14]([C:20]4[CH:25]=[CH:24][C:23]([O:26]B(O)O)=[CH:22][C:21]=4[Cl:30])[N:15]=[C:16]([CH:17]4[CH2:19][CH2:18]4)[C:12]=3[CH2:11][CH2:10][C:8]=2[N:9]=1)(=[O:3])[CH3:2].OO. Product: [Cl:30][C:21]1[CH:22]=[C:23]([OH:26])[CH:24]=[CH:25][C:20]=1[N:14]1[C:13]2[C:7]3[S:6][C:5]([NH:4][C:1](=[O:3])[CH3:2])=[N:9][C:8]=3[CH2:10][CH2:11][C:12]=2[C:16]([CH:17]2[CH2:19][CH2:18]2)=[N:15]1. The catalyst class is: 6. (4) The catalyst class is: 9. Product: [Br:3][C:4]1[CH:5]=[C:6]2[C:12]([C:13]([O:15][CH3:16])=[O:14])=[N:11][N:10]([S:23]([C:20]3[CH:21]=[CH:22][C:17]([CH3:27])=[CH:18][CH:19]=3)(=[O:25])=[O:24])[C:7]2=[N:8][CH:9]=1. Reactant: [H-].[Na+].[Br:3][C:4]1[CH:5]=[C:6]2[C:12]([C:13]([O:15][CH3:16])=[O:14])=[N:11][NH:10][C:7]2=[N:8][CH:9]=1.[C:17]1([CH3:27])[CH:22]=[CH:21][C:20]([S:23](Cl)(=[O:25])=[O:24])=[CH:19][CH:18]=1.O. (5) Reactant: CN(C(ON1N=NC2C=CC=NC1=2)=[N+](C)C)C.F[P-](F)(F)(F)(F)F.[CH3:25][O:26][C:27]1[CH:32]=[CH:31][C:30]([C:33]2[CH:38]=[CH:37][C:36]([C:39]([OH:41])=O)=[C:35]([N+:42]([O-:44])=[O:43])[CH:34]=2)=[CH:29][CH:28]=1.Cl.[NH2:46][C@@H:47]([CH:55]1[CH2:60][CH2:59][CH2:58][CH2:57][CH2:56]1)[C:48]([O:50][C:51]([CH3:54])([CH3:53])[CH3:52])=[O:49].C(N(C(C)C)CC)(C)C. Product: [CH:55]1([C@H:47]([NH:46][C:39]([C:36]2[CH:37]=[CH:38][C:33]([C:30]3[CH:29]=[CH:28][C:27]([O:26][CH3:25])=[CH:32][CH:31]=3)=[CH:34][C:35]=2[N+:42]([O-:44])=[O:43])=[O:41])[C:48]([O:50][C:51]([CH3:53])([CH3:52])[CH3:54])=[O:49])[CH2:60][CH2:59][CH2:58][CH2:57][CH2:56]1. The catalyst class is: 3. (6) Reactant: [CH3:1][C:2]1([CH3:9])[O:6][CH:5]([CH2:7][OH:8])[CH2:4][O:3]1.[Br:10][C:11]1[CH:12]=[CH:13][C:14]2[N:15]([CH2:25][CH2:26][CH2:27]Br)[C:16]3[C:21]([C:22]=2[CH:23]=1)=[CH:20][C:19]([Br:24])=[CH:18][CH:17]=3. Product: [Br:24][C:19]1[CH:18]=[CH:17][C:16]2[N:15]([CH2:25][CH2:26][CH2:27][O:8][CH2:7][CH:5]3[CH2:4][O:3][C:2]([CH3:9])([CH3:1])[O:6]3)[C:14]3[C:22]([C:21]=2[CH:20]=1)=[CH:23][C:11]([Br:10])=[CH:12][CH:13]=3. The catalyst class is: 57.